Dataset: Catalyst prediction with 721,799 reactions and 888 catalyst types from USPTO. Task: Predict which catalyst facilitates the given reaction. (1) Reactant: C[Si]([N-][Si](C)(C)C)(C)C.[Li+].[CH3:11][O:12][C:13](=[O:26])[CH2:14][NH:15][C:16]([O:18][CH2:19][C:20]1[CH:25]=[CH:24][CH:23]=[CH:22][CH:21]=1)=[O:17].[C:27](Cl)(=[O:41])/[CH:28]=[CH:29]/[CH2:30][CH2:31][CH2:32][CH2:33][CH2:34][CH2:35][CH2:36][CH2:37][CH2:38][CH2:39][CH3:40]. Product: [CH2:19]([O:18][C:16]([N:15]([CH2:14][C:13]([O:12][CH3:11])=[O:26])[C:27](=[O:41])/[CH:28]=[CH:29]/[CH2:30][CH2:31][CH2:32][CH2:33][CH2:34][CH2:35][CH2:36][CH2:37][CH2:38][CH2:39][CH3:40])=[O:17])[C:20]1[CH:25]=[CH:24][CH:23]=[CH:22][CH:21]=1. The catalyst class is: 1. (2) Reactant: [CH3:1][P:2](=[O:7])([O:5][CH3:6])[O:3][CH3:4].[Li]CCCC.[F:13][C:14]1([C:20](OCC)=[O:21])[CH2:19][CH2:18][CH2:17][CH2:16][CH2:15]1. Product: [F:13][C:14]1([C:20](=[O:21])[CH2:1][P:2](=[O:7])([O:5][CH3:6])[O:3][CH3:4])[CH2:19][CH2:18][CH2:17][CH2:16][CH2:15]1. The catalyst class is: 1. (3) Reactant: [C:1]([C:3]1[CH:4]=[C:5]([CH:7]=[CH:8][CH:9]=1)[NH2:6])#[CH:2].[C:10](O[C:10]([C:12]([F:15])([F:14])[F:13])=[O:11])([C:12]([F:15])([F:14])[F:13])=[O:11]. Product: [C:1]([C:3]1[CH:4]=[C:5]([NH:6][C:10](=[O:11])[C:12]([F:15])([F:14])[F:13])[CH:7]=[CH:8][CH:9]=1)#[CH:2]. The catalyst class is: 34. (4) Reactant: [CH3:1][CH:2]([C:4]1[CH:9]=[CH:8][C:7]([CH:10]2[CH2:15][NH:14][CH2:13][CH:12]([C:16]([O:18][CH2:19][CH3:20])=[O:17])[CH2:11]2)=[CH:6][CH:5]=1)[CH3:3].C(N(CC)CC)C.[CH:28]1([C:33](Cl)=[O:34])[CH2:32][CH2:31][CH2:30][CH2:29]1. Product: [CH:28]1([C:33]([N:14]2[CH2:15][CH:10]([C:7]3[CH:6]=[CH:5][C:4]([CH:2]([CH3:1])[CH3:3])=[CH:9][CH:8]=3)[CH2:11][CH:12]([C:16]([O:18][CH2:19][CH3:20])=[O:17])[CH2:13]2)=[O:34])[CH2:32][CH2:31][CH2:30][CH2:29]1. The catalyst class is: 4. (5) Reactant: [Cl:1][CH2:2][CH2:3][CH2:4][CH:5]1[O:10][C:9]2[CH:11]=[CH:12][CH:13]=[CH:14][C:8]=2[NH:7][S:6]1(=[O:16])=[O:15].[F:17][C:18]1[CH:23]=[CH:22][C:21](B(O)O)=[CH:20][CH:19]=1.N1C=CC=CC=1. Product: [Cl:1][CH2:2][CH2:3][CH2:4][CH:5]1[S:6](=[O:15])(=[O:16])[N:7]([C:21]2[CH:22]=[CH:23][C:18]([F:17])=[CH:19][CH:20]=2)[C:8]2[CH:14]=[CH:13][CH:12]=[CH:11][C:9]=2[O:10]1. The catalyst class is: 221. (6) Reactant: [F:1][C:2]([F:15])([F:14])[O:3][C:4]1[CH:13]=[CH:12][C:7]([C:8]([NH:10][NH2:11])=O)=[CH:6][CH:5]=1.I.CS[C:19](=[NH:28])[NH:20][C:21]1[CH:26]=[CH:25][C:24]([OH:27])=[CH:23][CH:22]=1. The catalyst class is: 17. Product: [F:1][C:2]([F:15])([F:14])[O:3][C:4]1[CH:13]=[CH:12][C:7]([C:8]2[NH:28][C:19]([NH:20][C:21]3[CH:26]=[CH:25][C:24]([OH:27])=[CH:23][CH:22]=3)=[N:11][N:10]=2)=[CH:6][CH:5]=1.